Predict the product of the given reaction. From a dataset of Forward reaction prediction with 1.9M reactions from USPTO patents (1976-2016). (1) Given the reactants [Mg].Br[CH:3]([CH3:8])[CH2:4][CH2:5][CH:6]=[CH2:7].[CH2:9]1[O:12][C@H:10]1[CH3:11], predict the reaction product. The product is: [CH3:7][CH:6]([CH2:5][CH2:4][CH:3]=[CH2:8])[CH2:9][C@@H:10]([OH:12])[CH3:11]. (2) Given the reactants Br[C:2]1[CH:3]=[C:4]([C@H:8]2[CH2:14][N:13]([C:15]3[N:16]([CH3:28])[C:17](=[O:27])[CH:18]=[C:19]([C:21]4[CH:26]=[CH:25][N:24]=[CH:23][N:22]=4)[N:20]=3)[CH2:12][CH2:11][CH2:10][O:9]2)[CH:5]=[CH:6][CH:7]=1.[CH3:29][N:30](C)C(=O)C, predict the reaction product. The product is: [C:29]([C:2]1[CH:3]=[C:4]([C@@H:8]2[CH2:14][N:13]([C:15]3[N:16]([CH3:28])[C:17](=[O:27])[CH:18]=[C:19]([C:21]4[CH:26]=[CH:25][N:24]=[CH:23][N:22]=4)[N:20]=3)[CH2:12][CH2:11][CH2:10][O:9]2)[CH:5]=[CH:6][CH:7]=1)#[N:30]. (3) Given the reactants Br[C:2]1[CH:3]=[CH:4][C:5]2[O:9][C:8]([CH:11]3[CH2:16][CH2:15][N:14]([C:17]4[N:22]=[CH:21][C:20]([CH:23]5[CH2:25][CH2:24]5)=[CH:19][N:18]=4)[CH2:13][CH2:12]3)([CH3:10])[CH2:7][C:6]=2[CH:26]=1.CC1(C)C(C)(C)OB([C:35]2[CH2:40][CH2:39][N:38]([C:41]([O:43][C:44]([CH3:47])([CH3:46])[CH3:45])=[O:42])[CH2:37][CH:36]=2)O1.C([O-])([O-])=O.[K+].[K+], predict the reaction product. The product is: [CH:23]1([C:20]2[CH:19]=[N:18][C:17]([N:14]3[CH2:15][CH2:16][CH:11]([C:8]4([CH3:10])[CH2:7][C:6]5[CH:26]=[C:2]([C:35]6[CH2:40][CH2:39][N:38]([C:41]([O:43][C:44]([CH3:47])([CH3:46])[CH3:45])=[O:42])[CH2:37][CH:36]=6)[CH:3]=[CH:4][C:5]=5[O:9]4)[CH2:12][CH2:13]3)=[N:22][CH:21]=2)[CH2:25][CH2:24]1. (4) Given the reactants [CH3:1][C:2]1[C:26]([CH3:27])=[CH:25][C:5]2[N:6](COCC[Si](C)(C)C)[C:7]([C:9]3[CH:13]=[C:12]([S:14][CH2:15][CH3:16])[NH:11][N:10]=3)=[N:8][C:4]=2[CH:3]=1.CC1C(C)=CC2NC=NC=2C=1, predict the reaction product. The product is: [CH2:15]([S:14][C:12]1[NH:11][N:10]=[C:9]([C:7]2[NH:8][C:4]3[CH:3]=[C:2]([CH3:1])[C:26]([CH3:27])=[CH:25][C:5]=3[N:6]=2)[CH:13]=1)[CH3:16]. (5) Given the reactants [NH2:1][C:2]1[N:7]=[C:6]([CH:8]2[CH2:10][CH2:9]2)[N:5]=[C:4]([OH:11])[C:3]=1[S:12][C:13]#[N:14].O, predict the reaction product. The product is: [NH2:14][C:13]1[S:12][C:3]2[C:4]([OH:11])=[N:5][C:6]([CH:8]3[CH2:10][CH2:9]3)=[N:7][C:2]=2[N:1]=1.